Dataset: Catalyst prediction with 721,799 reactions and 888 catalyst types from USPTO. Task: Predict which catalyst facilitates the given reaction. (1) Reactant: [C:1]([C:5]1[N:10]=[C:9]([NH:11][CH2:12][C:13]2[O:14][CH:15]=[CH:16][N:17]=2)[C:8]([C:18]([N:20]([CH2:38][CH:39]([CH3:41])[CH3:40])[C@@H:21]2[CH2:26][N:25]([C:27]([O:29][C:30]([CH3:33])([CH3:32])[CH3:31])=[O:28])[CH2:24][C@H:23]([C:34]([O:36]C)=[O:35])[CH2:22]2)=[O:19])=[CH:7][N:6]=1)([CH3:4])([CH3:3])[CH3:2].[OH-].[Na+]. Product: [C:30]([O:29][C:27]([N:25]1[CH2:26][C@@H:21]([N:20]([C:18]([C:8]2[C:9]([NH:11][CH2:12][C:13]3[O:14][CH:15]=[CH:16][N:17]=3)=[N:10][C:5]([C:1]([CH3:4])([CH3:2])[CH3:3])=[N:6][CH:7]=2)=[O:19])[CH2:38][CH:39]([CH3:41])[CH3:40])[CH2:22][C@@H:23]([C:34]([OH:36])=[O:35])[CH2:24]1)=[O:28])([CH3:32])([CH3:33])[CH3:31]. The catalyst class is: 5. (2) The catalyst class is: 4. Product: [CH2:1]([O:8][C:9](=[O:33])[C@@H:10]([NH:20][C:21](=[O:32])[C@@H:22]([NH:24][C:25]([C:53]1[CH:52]=[C:51]([CH3:50])[O:55][N:54]=1)=[O:26])[CH3:23])[CH2:11][C:12]1[CH:17]=[CH:16][C:15]([O:18][CH3:19])=[CH:14][CH:13]=1)[C:2]1[CH:3]=[CH:4][CH:5]=[CH:6][CH:7]=1. Reactant: [CH2:1]([O:8][C:9](=[O:33])[C@@H:10]([NH:20][C:21](=[O:32])[C@@H:22]([NH:24][C:25](OC(C)(C)C)=[O:26])[CH3:23])[CH2:11][C:12]1[CH:17]=[CH:16][C:15]([O:18][CH3:19])=[CH:14][CH:13]=1)[C:2]1[CH:7]=[CH:6][CH:5]=[CH:4][CH:3]=1.FC(F)(F)C(O)=O.C(N(CC)C(C)C)(C)C.[CH3:50][C:51]1[O:55][N:54]=[C:53](C(O)=O)[CH:52]=1.CN(C(ON1N=NC2C=CC=NC1=2)=[N+](C)C)C.F[P-](F)(F)(F)(F)F. (3) Reactant: [F:1][C:2]1[CH:3]=[C:4]([CH:7]=[CH:8][C:9]=1[OH:10])[C:5]#[N:6].[CH2:11](Br)[CH:12]([CH3:14])[CH3:13].C(=O)([O-])[O-].[K+].[K+].O. Product: [F:1][C:2]1[CH:3]=[C:4]([CH:7]=[CH:8][C:9]=1[O:10][CH2:11][CH:12]([CH3:14])[CH3:13])[C:5]#[N:6]. The catalyst class is: 9. (4) Reactant: [Br:1][C:2]1[CH:3]=[C:4]2[N:11]([S:12]([C:15]3[CH:21]=[CH:20][C:18]([CH3:19])=[CH:17][CH:16]=3)(=[O:14])=[O:13])[CH:10]=[CH:9][C:5]2=[N+:6]([O-])[CH:7]=1.C[CH2:23][N:24](CC)CC.C[Si](C#N)(C)C. Product: [Br:1][C:2]1[CH:3]=[C:4]2[N:11]([S:12]([C:15]3[CH:21]=[CH:20][C:18]([CH3:19])=[CH:17][CH:16]=3)(=[O:14])=[O:13])[CH:10]=[CH:9][C:5]2=[N:6][C:7]=1[C:23]#[N:24]. The catalyst class is: 26.